This data is from Reaction yield outcomes from USPTO patents with 853,638 reactions. The task is: Predict the reaction yield, written as a fraction of the theoretical maximum amount of product (1.0 means a 100% yield; for example, 0.34 means a 34% yield). The reactants are [CH:1]1([N:7]2[C:12](=[O:13])[CH2:11][C:10](=[O:14])[N:9]([CH2:15][CH2:16][CH2:17][CH2:18][CH2:19][C:20]([O:22]CC)=[O:21])[C:8]2=[O:25])[CH2:6][CH2:5][CH2:4][CH2:3][CH2:2]1.C(N(C(C)C)CC)(C)C.[N:35]([CH2:38][C:39]([O:41]CC)=[O:40])=[C:36]=[S:37]. The catalyst is C(Cl)(Cl)Cl. The product is [C:39]([CH2:38][NH:35][C:36]([C:11]1[C:12](=[O:13])[N:7]([CH:1]2[CH2:2][CH2:3][CH2:4][CH2:5][CH2:6]2)[C:8](=[O:25])[N:9]([CH2:15][CH2:16][CH2:17][CH2:18][CH2:19][C:20]([OH:22])=[O:21])[C:10]=1[OH:14])=[S:37])([OH:41])=[O:40]. The yield is 0.600.